Task: Predict the reactants needed to synthesize the given product.. Dataset: Full USPTO retrosynthesis dataset with 1.9M reactions from patents (1976-2016) Given the product [Cl:1][C:2]1[N:3]=[C:4]([N:14]2[CH2:19][CH2:18][O:17][CH2:16][CH2:15]2)[C:5]2[S:10][C:9]([CH2:11][N:12]([CH3:13])[C:32](=[O:33])[CH2:31][N:29]([CH3:30])[CH3:28])=[CH:8][C:6]=2[N:7]=1, predict the reactants needed to synthesize it. The reactants are: [Cl:1][C:2]1[N:3]=[C:4]([N:14]2[CH2:19][CH2:18][O:17][CH2:16][CH2:15]2)[C:5]2[S:10][C:9]([CH2:11][NH:12][CH3:13])=[CH:8][C:6]=2[N:7]=1.C(N(CC)CC)C.Cl.[CH3:28][N:29]([CH2:31][C:32](Cl)=[O:33])[CH3:30].